Dataset: Forward reaction prediction with 1.9M reactions from USPTO patents (1976-2016). Task: Predict the product of the given reaction. (1) Given the reactants C[O:2][C:3](=[O:32])[CH2:4][CH:5]([N:8]1[C:17](=[O:18])[C:16]2[C:11](=[CH:12][CH:13]=[CH:14][CH:15]=2)[N:10]([CH2:19][C:20]2[C:24]3[C:25]([CH3:30])=[CH:26][C:27]([CH3:29])=[CH:28][C:23]=3[S:22][N:21]=2)[C:9]1=[O:31])[CH2:6][CH3:7].[Li+].[OH-], predict the reaction product. The product is: [CH3:30][C:25]1[C:24]2[C:20]([CH2:19][N:10]3[C:11]4[C:16](=[CH:15][CH:14]=[CH:13][CH:12]=4)[C:17](=[O:18])[N:8]([CH:5]([CH2:6][CH3:7])[CH2:4][C:3]([OH:32])=[O:2])[C:9]3=[O:31])=[N:21][S:22][C:23]=2[CH:28]=[C:27]([CH3:29])[CH:26]=1. (2) Given the reactants CS(O[CH2:6][C@H:7]1[CH2:12][N:11]([S:13]([C:16]2[S:17][CH:18]=[CH:19][CH:20]=2)(=[O:15])=[O:14])[CH2:10][CH2:9][N:8]1[C:21]1[CH:26]=[CH:25][C:24]([C:27]([OH:33])([CH3:32])[C:28]([F:31])([F:30])[F:29])=[CH:23][CH:22]=1)(=O)=O.C(=O)([O-])[O-].[K+].[K+].[C:40]1([SH:46])[CH:45]=[CH:44][CH:43]=[CH:42][CH:41]=1, predict the reaction product. The product is: [F:30][C:28]([F:31])([F:29])[C:27]([C:24]1[CH:23]=[CH:22][C:21]([N:8]2[CH2:9][CH2:10][N:11]([S:13]([C:16]3[S:17][CH:18]=[CH:19][CH:20]=3)(=[O:14])=[O:15])[CH2:12][C@@H:7]2[CH2:6][S:46][C:40]2[CH:45]=[CH:44][CH:43]=[CH:42][CH:41]=2)=[CH:26][CH:25]=1)([OH:33])[CH3:32]. (3) Given the reactants Br[CH2:2][CH:3]1[O:8][C:7]2[CH:9]=[C:10]([S:13]([CH3:16])(=[O:15])=[O:14])[CH:11]=[CH:12][C:6]=2[CH2:5][O:4]1.[CH3:17][O:18][CH2:19][CH2:20][NH2:21], predict the reaction product. The product is: [CH3:17][O:18][CH2:19][CH2:20][NH:21][CH2:2][CH:3]1[O:8][C:7]2[CH:9]=[C:10]([S:13]([CH3:16])(=[O:15])=[O:14])[CH:11]=[CH:12][C:6]=2[CH2:5][O:4]1. (4) Given the reactants CN(C(/N=N/C(N(C)C)=O)=O)C.C(OC([N:20]1[CH2:25][CH2:24][N:23]([C:26]2[C:27]([O:32]CCO)=[N:28][CH:29]=[CH:30][N:31]=2)[CH2:22][CH2:21]1)=O)(C)(C)C.[C:36]1(P(C2C=CC=CC=2)C2C=CC=CC=2)C=CC=C[CH:37]=1.[F:55][C:56]1[CH:57]=[C:58]([OH:63])[CH:59]=[C:60]([F:62])[CH:61]=1, predict the reaction product. The product is: [F:55][C:56]1[CH:57]=[C:58]([CH:59]=[C:60]([F:62])[CH:61]=1)[O:63][CH2:36][CH2:37][N:28]1[CH:29]=[CH:30][N:31]=[C:26]([N:23]2[CH2:22][CH2:21][NH:20][CH2:25][CH2:24]2)[C:27]1=[O:32]. (5) Given the reactants C(OC(=O)[NH:7][CH:8]1[CH2:13][CH2:12][N:11]([C:14]2[CH:19]=[CH:18][CH:17]=[CH:16][N:15]=2)[CH2:10][CH2:9]1)(C)(C)C.Cl, predict the reaction product. The product is: [N:11]1([C:14]2[CH:19]=[CH:18][CH:17]=[CH:16][N:15]=2)[CH2:10][CH2:9][CH:8]([NH2:7])[CH2:13][CH2:12]1. (6) Given the reactants [CH2:1]([C@@H:8]1[NH:13][CH2:12][CH2:11][N:10]([C:14]2[CH:19]=[CH:18][C:17]([O:20][CH3:21])=[C:16]([O:22][CH:23]3[CH2:26][CH2:25][CH2:24]3)[CH:15]=2)[CH2:9]1)[C:2]1[CH:7]=[CH:6][CH:5]=[CH:4][CH:3]=1.C([O:29][C:30](=O)[CH2:31][C:32]1[NH:36][CH:35]=[N:34][N:33]=1)C, predict the reaction product. The product is: [CH2:1]([C@H:8]1[CH2:9][N:10]([C:14]2[CH:19]=[CH:18][C:17]([O:20][CH3:21])=[C:16]([O:22][CH:23]3[CH2:26][CH2:25][CH2:24]3)[CH:15]=2)[CH2:11][CH2:12][N:13]1[C:30](=[O:29])[CH2:31][C:32]1[NH:36][CH:35]=[N:34][N:33]=1)[C:2]1[CH:3]=[CH:4][CH:5]=[CH:6][CH:7]=1. (7) The product is: [NH2:1][C:2]1[C:3]2[C:10]([CH3:11])=[CH:9][N:8]([C@@H:12]3[O:16][C@@:15]([CH2:17][OH:18])([C:19]#[CH:29])[C@@H:14]([O:21][Si:22]([C:25]([CH3:27])([CH3:28])[CH3:26])([CH3:24])[CH3:23])[CH2:13]3)[C:4]=2[N:5]=[CH:6][N:7]=1. Given the reactants [NH2:1][C:2]1[C:3]2[C:10]([CH3:11])=[CH:9][N:8]([C@@H:12]3[O:16][C@@:15]([CH2:19]O)([CH:17]=[O:18])[C@@H:14]([O:21][Si:22]([C:25]([CH3:28])([CH3:27])[CH3:26])([CH3:24])[CH3:23])[CH2:13]3)[C:4]=2[N:5]=[CH:6][N:7]=1.[C:29]([O-])([O-])=O.[K+].[K+].[N+](=C(P(=O)(OC)OC)C(=O)C)=[N-], predict the reaction product. (8) Given the reactants Cl.[CH2:2]([N:9]([CH2:17][CH:18]1[CH2:23][CH2:22][NH:21][CH2:20][CH2:19]1)[C:10]1[CH:15]=[CH:14][C:13]([Br:16])=[CH:12][CH:11]=1)[C:3]1[CH:8]=[CH:7][CH:6]=[CH:5][CH:4]=1.C([O-])([O-])=O.[K+].[K+].[O:30]1[C:32]([CH3:34])([CH3:33])[CH2:31]1.O, predict the reaction product. The product is: [CH2:2]([N:9]([CH2:17][CH:18]1[CH2:19][CH2:20][N:21]([CH2:31][C:32]([CH3:34])([OH:30])[CH3:33])[CH2:22][CH2:23]1)[C:10]1[CH:15]=[CH:14][C:13]([Br:16])=[CH:12][CH:11]=1)[C:3]1[CH:4]=[CH:5][CH:6]=[CH:7][CH:8]=1. (9) The product is: [Cl:25][C:26]1[CH:27]=[CH:28][C:29]([CH2:30][NH:31][C:32]([N:15]2[CH2:16][CH2:17][CH2:18][CH:13]([C:11]3[N:10]([C:19]4[N:20]=[CH:21][CH:22]=[CH:23][N:24]=4)[N:9]=[C:8]([C:5]4[CH:4]=[CH:3][C:2]([F:1])=[CH:7][CH:6]=4)[CH:12]=3)[CH2:14]2)=[O:33])=[CH:34][CH:35]=1. Given the reactants [F:1][C:2]1[CH:7]=[CH:6][C:5]([C:8]2[CH:12]=[C:11]([CH:13]3[CH2:18][CH2:17][CH2:16][NH:15][CH2:14]3)[N:10]([C:19]3[N:24]=[CH:23][CH:22]=[CH:21][N:20]=3)[N:9]=2)=[CH:4][CH:3]=1.[Cl:25][C:26]1[CH:35]=[CH:34][C:29]([CH2:30][N:31]=[C:32]=[O:33])=[CH:28][CH:27]=1.CS(C)=O, predict the reaction product. (10) Given the reactants [C:1]([C:3]1[N:8]=[CH:7][C:6]([C:9](OC)=[O:10])=[C:5]([C:13](OC)=[O:14])[CH:4]=1)#[N:2].[BH4-].[Li+].C([O-])(O)=O.[Na+], predict the reaction product. The product is: [OH:14][CH2:13][C:5]1[C:6]([CH2:9][OH:10])=[CH:7][N:8]=[C:3]([C:1]#[N:2])[CH:4]=1.